This data is from Reaction yield outcomes from USPTO patents with 853,638 reactions. The task is: Predict the reaction yield, written as a fraction of the theoretical maximum amount of product (1.0 means a 100% yield; for example, 0.34 means a 34% yield). (1) The reactants are [H-].[Na+].[CH3:3][O:4][C:5](=[O:11])[C:6]([CH3:10])([CH3:9])[CH2:7][OH:8].[CH2:12](OS(C1C=CC(C)=CC=1)(=O)=O)C. The catalyst is CN(C)C=O.O.CCCCCC. The product is [CH3:3][O:4][C:5](=[O:11])[C:6]([CH3:10])([CH3:9])[CH2:7][O:8][CH3:12]. The yield is 0.470. (2) The reactants are [C:1]([OH:9])(=[O:8])[C:2]1[CH:7]=[CH:6][CH:5]=[N:4][CH:3]=1.[CH3:10][Si:11](N[Si:11]([CH3:13])([CH3:12])[CH3:10])([CH3:13])[CH3:12]. The catalyst is S([O-])([O-])(=O)=O.[NH4+].[NH4+]. The product is [N:4]1[CH:5]=[CH:6][CH:7]=[C:2]([C:1]([O:9][Si:11]([CH3:13])([CH3:12])[CH3:10])=[O:8])[CH:3]=1. The yield is 1.00.